Task: Predict the product of the given reaction.. Dataset: Forward reaction prediction with 1.9M reactions from USPTO patents (1976-2016) Given the reactants [C:1]([C:4]1[S:8][C:7]([NH2:9])=[C:6]([C:10]([OH:12])=O)[C:5]=1[CH3:13])(=[O:3])[CH3:2].Cl.Cl.[CH3:16][C:17]1([CH3:34])[CH2:21][C:20]2([CH2:26][CH2:25][CH2:24][N:23]([CH:27]3[CH2:32][CH2:31][NH:30][CH2:29][CH2:28]3)[CH2:22]2)[C:19](=[O:33])[O:18]1.C(OC(C)C)(C)C, predict the reaction product. The product is: [C:1]([C:4]1[S:8][C:7]([NH2:9])=[C:6]([C:10]([N:30]2[CH2:31][CH2:32][CH:27]([N:23]3[CH2:24][CH2:25][CH2:26][C:20]4([C:19](=[O:33])[O:18][C:17]([CH3:16])([CH3:34])[CH2:21]4)[CH2:22]3)[CH2:28][CH2:29]2)=[O:12])[C:5]=1[CH3:13])(=[O:3])[CH3:2].